Dataset: Reaction yield outcomes from USPTO patents with 853,638 reactions. Task: Predict the reaction yield, written as a fraction of the theoretical maximum amount of product (1.0 means a 100% yield; for example, 0.34 means a 34% yield). The yield is 0.890. The reactants are CC[O:3][C:4]([C:6]1([CH3:17])[CH2:9][CH2:8][N:7]1[C:10]([O:12][C:13]([CH3:16])([CH3:15])[CH3:14])=[O:11])=[O:5].[OH-].[Na+]. The catalyst is CCO. The product is [C:13]([O:12][C:10]([N:7]1[CH2:8][CH2:9][C:6]1([CH3:17])[C:4]([OH:5])=[O:3])=[O:11])([CH3:16])([CH3:14])[CH3:15].